This data is from Reaction yield outcomes from USPTO patents with 853,638 reactions. The task is: Predict the reaction yield, written as a fraction of the theoretical maximum amount of product (1.0 means a 100% yield; for example, 0.34 means a 34% yield). (1) The reactants are [C:1]([O:5][C:6]([N:8]1[CH2:13][CH2:12][CH:11]([CH2:14][C:15]([OH:17])=[O:16])[CH2:10][CH2:9]1)=[O:7])([CH3:4])([CH3:3])[CH3:2].C([O-])(O)=O.[Na+].[CH2:23](Cl)[Cl:24]. The catalyst is O. The product is [Cl:24][CH2:23][O:16][C:15](=[O:17])[CH2:14][CH:11]1[CH2:12][CH2:13][N:8]([C:6]([O:5][C:1]([CH3:4])([CH3:2])[CH3:3])=[O:7])[CH2:9][CH2:10]1. The yield is 0.691. (2) The reactants are [C:1]([O:5][C@@H:6]([C:11]1[C:40]([CH3:41])=[CH:39][C:38]2=[N:42][C:35]3=[CH:36][N:37]2[C:12]=1[N:13]1[CH2:47][CH2:46][C:16]([CH3:48])([O:17][CH2:18][CH:19]=[CH:20][CH2:21][C@H:22]([CH3:45])[O:23][C:24]2[CH:25]=[CH:26][C:27]([CH3:44])=[CH:28][C:29]=2[C:30]2[CH:43]=[C:34]3[CH:33]=[CH:32][CH:31]=2)[CH2:15][CH2:14]1)[C:7]([O:9]C)=[O:8])([CH3:4])([CH3:3])[CH3:2].C(O[C@@H](C1C(C)=CC2=NC3=CN2C=1N1CCC(C)(OCC=CC[C@H](C)OC2C=C(F)C=CC=2C2C=C3C=CC=2)CC1)C(O)=O)(C)(C)C. No catalyst specified. The product is [C:1]([O:5][C@@H:6]([C:11]1[C:40]([CH3:41])=[CH:39][C:38]2=[N:42][C:35]3=[CH:36][N:37]2[C:12]=1[N:13]1[CH2:47][CH2:46][C:16]([CH3:48])([O:17][CH2:18][CH:19]=[CH:20][CH2:21][C@H:22]([CH3:45])[O:23][C:24]2[CH:25]=[CH:26][C:27]([CH3:44])=[CH:28][C:29]=2[C:30]2[CH:43]=[C:34]3[CH:33]=[CH:32][CH:31]=2)[CH2:15][CH2:14]1)[C:7]([OH:9])=[O:8])([CH3:4])([CH3:2])[CH3:3]. The yield is 0.600. (3) The reactants are [F:1][C:2]1[CH:3]=[C:4]([N:8]2[CH:12]=[C:11]([NH:13][C:14](=[O:18])[CH:15]([CH3:17])[CH3:16])[C:10]([CH2:19]O)=[N:9]2)[CH:5]=[N:6][CH:7]=1.S(Cl)([Cl:23])=O.C(=O)(O)[O-].[Na+]. The catalyst is ClCCl. The product is [Cl:23][CH2:19][C:10]1[C:11]([NH:13][C:14](=[O:18])[CH:15]([CH3:17])[CH3:16])=[CH:12][N:8]([C:4]2[CH:5]=[N:6][CH:7]=[C:2]([F:1])[CH:3]=2)[N:9]=1. The yield is 0.940. (4) The reactants are [Cl:1][C:2]1[CH:7]=[CH:6][C:5]([CH3:8])=[CH:4][C:3]=1[O:9][CH3:10].C1C(=O)N([Br:18])C(=O)C1.CC(N=NC(C#N)(C)C)(C#N)C. The catalyst is C(Cl)(Cl)(Cl)Cl. The product is [Br:18][CH2:8][C:5]1[CH:6]=[CH:7][C:2]([Cl:1])=[C:3]([O:9][CH3:10])[CH:4]=1. The yield is 0.920. (5) The reactants are [Cl:1][C:2]1[CH:7]=[C:6](/[N:8]=[C:9](/[NH:12][C:13]#[N:14])\SC)[CH:5]=[C:4]([C:15]([F:18])([F:17])[F:16])[C:3]=1[C:19]1[CH2:24][CH2:23][N:22]([C:25]([O:27][C:28]([CH3:31])([CH3:30])[CH3:29])=[O:26])[CH2:21][CH:20]=1.[NH2:32][NH2:33]. The catalyst is C(O)C. The product is [NH2:14][C:13]1[NH:33][N:32]=[C:9]([NH:8][C:6]2[CH:5]=[C:4]([C:15]([F:18])([F:17])[F:16])[C:3]([C:19]3[CH2:24][CH2:23][N:22]([C:25]([O:27][C:28]([CH3:31])([CH3:30])[CH3:29])=[O:26])[CH2:21][CH:20]=3)=[C:2]([Cl:1])[CH:7]=2)[N:12]=1. The yield is 0.240. (6) The reactants are [CH2:1]([O:8][C:9]([N:11]1[CH2:15][C@H:14]([O:16][CH3:17])[CH2:13][C@@H:12]1[CH2:18][C:19]#N)=[O:10])[C:2]1[CH:7]=[CH:6][CH:5]=[CH:4][CH:3]=1.Br[CH2:22][C:23]([O:25][CH2:26][CH3:27])=[O:24].[OH2:28]. The catalyst is O1CCCC1.C(OCC)(=O)C.O1CCOCC1.Cl.[Zn].BrCC(OCC)=O. The product is [CH2:1]([O:8][C:9]([N:11]1[CH2:15][C@H:14]([O:16][CH3:17])[CH2:13][C@H:12]1[CH2:18][C:19](=[O:28])[CH2:22][C:23]([O:25][CH2:26][CH3:27])=[O:24])=[O:10])[C:2]1[CH:7]=[CH:6][CH:5]=[CH:4][CH:3]=1. The yield is 0.710.